From a dataset of Full USPTO retrosynthesis dataset with 1.9M reactions from patents (1976-2016). Predict the reactants needed to synthesize the given product. (1) Given the product [NH2:35][C:33](=[O:34])[CH2:32][O:1][C:2]1[CH:3]=[C:4]2[C:9](=[CH:10][CH:11]=1)[C:8](=[O:12])[N:7]([CH2:13][CH:14]([CH3:15])[CH3:16])[C:6]([CH2:17][NH:18][C:19](=[O:25])[O:20][C:21]([CH3:23])([CH3:22])[CH3:24])=[C:5]2[C:26]1[S:27][CH:28]=[CH:29][CH:30]=1, predict the reactants needed to synthesize it. The reactants are: [OH:1][C:2]1[CH:3]=[C:4]2[C:9](=[CH:10][CH:11]=1)[C:8](=[O:12])[N:7]([CH2:13][CH:14]([CH3:16])[CH3:15])[C:6]([CH2:17][NH:18][C:19](=[O:25])[O:20][C:21]([CH3:24])([CH3:23])[CH3:22])=[C:5]2[C:26]1[S:27][CH:28]=[CH:29][CH:30]=1.I[CH2:32][C:33]([NH2:35])=[O:34].C1CCN2C(=NCCC2)CC1.O. (2) The reactants are: [Cl:1][C:2]1[CH:3]=[CH:4][C:5]2[N:9]=[C:8]([C:10]3[CH:11]=[CH:12][C:13]([N:16]4[CH2:21][CH2:20][CH:19]([CH2:22][O:23][C:24]5[CH:33]=[CH:32][C:31]([F:34])=[CH:30][C:25]=5[C:26]([O:28]C)=[O:27])[CH2:18][CH2:17]4)=[N:14][CH:15]=3)[NH:7][C:6]=2[CH:35]=1.[OH-].[Li+].C1COCC1.CO. Given the product [Cl:1][C:2]1[CH:3]=[CH:4][C:5]2[N:9]=[C:8]([C:10]3[CH:11]=[CH:12][C:13]([N:16]4[CH2:21][CH2:20][CH:19]([CH2:22][O:23][C:24]5[CH:33]=[CH:32][C:31]([F:34])=[CH:30][C:25]=5[C:26]([OH:28])=[O:27])[CH2:18][CH2:17]4)=[N:14][CH:15]=3)[NH:7][C:6]=2[CH:35]=1, predict the reactants needed to synthesize it. (3) Given the product [O:12]=[C:9]1[CH2:10][CH2:11][CH:6]([C:4]([OH:5])=[O:3])[CH2:7][CH2:8]1, predict the reactants needed to synthesize it. The reactants are: C([O:3][C:4]([CH:6]1[CH2:11][CH2:10][C:9](=[O:12])[CH2:8][CH2:7]1)=[O:5])C. (4) The reactants are: Br[CH2:2][C:3]([O:5][CH2:6][CH3:7])=[O:4].Cl.[NH:9]1[CH2:13][CH2:12][CH2:11][CH:10]1[CH2:14][C:15]([O:17][CH2:18][CH3:19])=[O:16].C(=O)([O-])[O-].[K+].[K+]. Given the product [CH2:6]([O:5][C:3]([CH2:2][N:9]1[CH2:13][CH2:12][CH2:11][CH:10]1[CH2:14][C:15]([O:17][CH2:18][CH3:19])=[O:16])=[O:4])[CH3:7], predict the reactants needed to synthesize it. (5) Given the product [ClH:58].[N:37]1[CH:38]=[CH:40][C:53]([CH2:54][N:14]([C@H:4]([C:1]([N:26]([CH3:25])[CH2:27][CH2:28][C:29]2[CH:34]=[CH:33][CH:32]=[CH:31][CH:30]=2)=[O:3])[CH2:5][CH2:6][C:7]2[CH:8]=[CH:9][C:10]([OH:13])=[CH:11][CH:12]=2)[C:15](=[O:24])[OH:16])=[CH:43][CH:41]=1, predict the reactants needed to synthesize it. The reactants are: [C:1]([C@@H:4]([NH:14][C:15](=[O:24])[O:16]CC1C=CN=CC=1)[CH2:5][CH2:6][C:7]1[CH:12]=[CH:11][C:10]([OH:13])=[CH:9][CH:8]=1)([OH:3])=O.[CH3:25][NH:26][CH2:27][CH2:28][C:29]1[CH:34]=[CH:33][CH:32]=[CH:31][CH:30]=1.CC[N:37]([CH:41]([CH3:43])C)[CH:38]([CH3:40])C.CN(C(ON1N=N[C:54]2C=CC(=C[C:53]1=2)[Cl:58])=[N+](C)C)C.F[P-](F)(F)(F)(F)F.